From a dataset of Forward reaction prediction with 1.9M reactions from USPTO patents (1976-2016). Predict the product of the given reaction. (1) Given the reactants [CH3:1][O:2][C:3]1[CH:4]=[CH:5][C:6]2[C:10]([O:11][C:12]3[CH:17]=[CH:16][C:15](/[CH:18]=[CH:19]/[C:20](O)=[O:21])=[CH:14][CH:13]=3)=[C:9]([C:23]3[CH:28]=[CH:27][C:26]([O:29][CH3:30])=[CH:25][CH:24]=3)[S:8][C:7]=2[CH:31]=1.C[N:33](C(ON1N=NC2C=CC=NC1=2)=[N+](C)C)C.F[P-](F)(F)(F)(F)F.CCN(C(C)C)C(C)C.[NH4+].[Cl-], predict the reaction product. The product is: [CH3:1][O:2][C:3]1[CH:4]=[CH:5][C:6]2[C:10]([O:11][C:12]3[CH:17]=[CH:16][C:15](/[CH:18]=[CH:19]/[C:20]([NH2:33])=[O:21])=[CH:14][CH:13]=3)=[C:9]([C:23]3[CH:28]=[CH:27][C:26]([O:29][CH3:30])=[CH:25][CH:24]=3)[S:8][C:7]=2[CH:31]=1. (2) Given the reactants [F:1][C:2]1[CH:7]=[C:6]([C:8]2[O:12][N:11]=[C:10]([CH3:13])[N:9]=2)[CH:5]=[CH:4][C:3]=1[N:14]1[CH2:19][CH2:18][NH:17][CH2:16][CH2:15]1.C([O-])([O-])=O.[K+].[K+].Br[CH:27]([C:35]1[CH:40]=[CH:39][CH:38]=[CH:37][CH:36]=1)[C:28]([N:30]([CH2:33][CH3:34])[CH2:31][CH3:32])=[O:29], predict the reaction product. The product is: [CH2:33]([N:30]([CH2:31][CH3:32])[C:28](=[O:29])[CH:27]([N:17]1[CH2:16][CH2:15][N:14]([C:3]2[CH:4]=[CH:5][C:6]([C:8]3[O:12][N:11]=[C:10]([CH3:13])[N:9]=3)=[CH:7][C:2]=2[F:1])[CH2:19][CH2:18]1)[C:35]1[CH:40]=[CH:39][CH:38]=[CH:37][CH:36]=1)[CH3:34].